Predict which catalyst facilitates the given reaction. From a dataset of Catalyst prediction with 721,799 reactions and 888 catalyst types from USPTO. (1) Reactant: [Cl:1][C:2]1[S:3][C:4]([S:8](Cl)(=[O:10])=[O:9])=[C:5]([CH3:7])[N:6]=1.[OH-].[NH4+:13]. Product: [Cl:1][C:2]1[S:3][C:4]([S:8]([NH2:13])(=[O:10])=[O:9])=[C:5]([CH3:7])[N:6]=1. The catalyst class is: 32. (2) Reactant: [C:1]([O:5][C:6]([NH:8][CH2:9][C:10]1[C:19]([C:20](O)=[O:21])=[CH:18][C:17]2[C:12](=[CH:13][CH:14]=[CH:15][C:16]=2[F:23])[N:11]=1)=[O:7])([CH3:4])([CH3:3])[CH3:2].Cl.C(N=C=NCCCN(C)C)C.[CH2:36]([NH:38][CH2:39][CH3:40])[CH3:37].ON1C2C=CC=CC=2N=N1.C(N(CC)CC)C. Product: [CH2:36]([N:38]([CH2:39][CH3:40])[C:20]([C:19]1[C:10]([CH2:9][NH:8][C:6](=[O:7])[O:5][C:1]([CH3:2])([CH3:3])[CH3:4])=[N:11][C:12]2[C:17]([CH:18]=1)=[C:16]([F:23])[CH:15]=[CH:14][CH:13]=2)=[O:21])[CH3:37]. The catalyst class is: 387. (3) Reactant: [S:1]1[C:5]2=[CH:6][N:7]=[CH:8][CH:9]=[C:4]2[CH:3]=[CH:2]1.C([Li])CCC.[CH3:15][Sn:16](Cl)([CH3:18])[CH3:17]. Product: [CH3:15][Sn:16]([CH3:18])([CH3:17])[C:2]1[S:1][C:5]2=[CH:6][N:7]=[CH:8][CH:9]=[C:4]2[CH:3]=1. The catalyst class is: 1. (4) Reactant: [CH2:1]([O:8][C:9](=[O:19])[NH:10][C:11]1[CH:16]=[CH:15][C:14]([OH:17])=[C:13]([CH3:18])[CH:12]=1)[C:2]1[CH:7]=[CH:6][CH:5]=[CH:4][CH:3]=1.[H-].[Na+].[Cl:22][C:23]1[CH:28]=[C:27](Cl)[N:26]=[CH:25][N:24]=1. Product: [CH2:1]([O:8][C:9](=[O:19])[NH:10][C:11]1[CH:16]=[CH:15][C:14]([O:17][C:27]2[CH:28]=[C:23]([Cl:22])[N:24]=[CH:25][N:26]=2)=[C:13]([CH3:18])[CH:12]=1)[C:2]1[CH:7]=[CH:6][CH:5]=[CH:4][CH:3]=1. The catalyst class is: 3. (5) Reactant: [C:1](=[O:18])([OH:17])[O:2][C:3]1[CH:8]=[C:7](NC(OC(C)(C)C)=O)[CH:6]=[CH:5][CH:4]=1.[OH:19][C:20]1C2N=NNC=2C=CC=1.[CH2:41]1[CH2:42][CH2:43][CH:38]([N:37]=C=[N:37][CH:38]2[CH2:43][CH2:42][CH2:41][CH2:40][CH2:39]2)[CH2:39][CH2:40]1.OC1C=CC([C:49]([NH2:51])=[S:50])=CC=1.CN(C)C=[O:57]. Product: [NH2:37][C:38]1[CH:39]=[CH:40][C:41]([O:17][C:1]([O:2][C:3]2[CH:4]=[CH:5][C:6]([C:49](=[S:50])[NH2:51])=[CH:7][CH:8]=2)=[O:18])=[C:42]([CH:43]=1)[C:20]([OH:19])=[O:57]. The catalyst class is: 13. (6) Reactant: Br[CH2:2][CH:3]1[O:7][CH2:6][CH2:5][O:4]1.[Cl:8][C:9]1[CH:28]=[CH:27][C:12]([NH:13][C:14]2[C:23]3[C:18](=[CH:19][C:20]([OH:26])=[C:21]([O:24][CH3:25])[CH:22]=3)[N:17]=[CH:16][N:15]=2)=[C:11]([F:29])[CH:10]=1.C(=O)([O-])[O-].[K+].[K+]. Product: [Cl:8][C:9]1[CH:28]=[CH:27][C:12]([NH:13][C:14]2[C:23]3[C:18](=[CH:19][C:20]([O:26][CH2:2][CH:3]4[O:7][CH2:6][CH2:5][O:4]4)=[C:21]([O:24][CH3:25])[CH:22]=3)[N:17]=[CH:16][N:15]=2)=[C:11]([F:29])[CH:10]=1. The catalyst class is: 3.